Dataset: Peptide-MHC class I binding affinity with 185,985 pairs from IEDB/IMGT. Task: Regression. Given a peptide amino acid sequence and an MHC pseudo amino acid sequence, predict their binding affinity value. This is MHC class I binding data. The peptide sequence is FQLAAPSGF. The MHC is HLA-A02:01 with pseudo-sequence HLA-A02:01. The binding affinity (normalized) is 0.158.